This data is from Full USPTO retrosynthesis dataset with 1.9M reactions from patents (1976-2016). The task is: Predict the reactants needed to synthesize the given product. (1) Given the product [N+:14]([C:6]1[C:5]([NH:4][C:1](=[O:3])[CH3:2])=[CH:13][CH:12]=[C:11]2[C:7]=1[CH:8]=[N:9][NH:10]2)([O-:16])=[O:15], predict the reactants needed to synthesize it. The reactants are: [C:1]([NH:4][C:5]1[CH:6]=[C:7]2[C:11](=[CH:12][CH:13]=1)[NH:10][N:9]=[CH:8]2)(=[O:3])[CH3:2].[N+:14]([O-])([OH:16])=[O:15]. (2) Given the product [Cl:15][C:16]1[CH:24]=[C:23]([S:25]([CH2:28][CH:29]([OH:31])[CH3:30])(=[O:26])=[O:27])[CH:22]=[CH:21][C:17]=1[C:18]([NH:6][C:5]1[CH:7]=[CH:8][C:2]([Cl:1])=[C:3]([C:9]2[CH:14]=[CH:13][CH:12]=[CH:11][N:10]=2)[CH:4]=1)=[O:19], predict the reactants needed to synthesize it. The reactants are: [Cl:1][C:2]1[CH:8]=[CH:7][C:5]([NH2:6])=[CH:4][C:3]=1[C:9]1[CH:14]=[CH:13][CH:12]=[CH:11][N:10]=1.[Cl:15][C:16]1[CH:24]=[C:23]([S:25]([CH2:28][CH:29]([OH:31])[CH3:30])(=[O:27])=[O:26])[CH:22]=[CH:21][C:17]=1[C:18](O)=[O:19].